From a dataset of Experimentally validated miRNA-target interactions with 360,000+ pairs, plus equal number of negative samples. Binary Classification. Given a miRNA mature sequence and a target amino acid sequence, predict their likelihood of interaction. (1) The miRNA is mmu-miR-329-3p with sequence AACACACCCAGCUAACCUUUUU. Result: 1 (interaction). The protein sequence of the target gene is MDTESQYSGYSYKSGHSRSSRKHRDRRDRHRSKSRDGSRGDKSVTIQAPGEPLLDNESTRGDERDDNWGETTTVVTGTSEHSISHDDLTRIAKDMEDSVPLDCSRHLGVAAGAILALLSFLTPLAFLLLPPLLWREELEPCGTACEGLFISVAFKLLILLLGSWALFFRRPKASLPRVFVLRALLMVLVFLLVISYWLFYGVRILDARERSYQGVVQFAVSLVDALLFVHYLAVVLLELRQLQPQFTLKVVRSTDGASRFYNVGHLSIQRVAVWILEKYYHDFPVYNPALLNLPKSVLAK.... (2) The protein sequence of the target gene is MIPIPRMPLVLLLLLLILGSAKAQVNPAICRYPLGMSGGHIPDEDITASSQWSESTAAKYGRLDSEEGDGAWCPEIPVQPDDLKEFLQIDLRTLHFITLVGTQGRHAGGHGIEFAPMYKINYSRDGSRWISWRNRHGKQVLDGNSNPYDVFLKDLEPPIVARFVRLIPVTDHSMNVCMRVELYGCVWLDGLVSYNAPAGQQFVLPGGSIIYLNDSVYDGAVGYSMTEGLGQLTDGVSGLDDFTQTHEYHVWPGYDYVGWRNESATNGFIEIMFEFDRIRNFTTMKVHCNNMFAKGVKIFK.... Result: 0 (no interaction). The miRNA is hsa-miR-6861-3p with sequence UGGACCUCUCCUCCCCAG. (3) The miRNA is hsa-miR-371a-3p with sequence AAGUGCCGCCAUCUUUUGAGUGU. The protein sequence of the target gene is MGAASCEDEELEFKLVFGEEKEAPPLGAGGLGEELDSEDAPPCCRLALGEPPPYGAAPIGIPRPPPPRPGMHSPPPRPAPSPGTWESQPARSVRLGGPGGGAGGAGGGRVLECPSIRITSISPTPEPPAALEDNPDAWGDGSPRDYPPPEGFGGYREAGGQGGGAFFSPSPGSSSLSSWSFFSDASDEAALYAACDEVESELNEAASRFGLGSPLPSPRASPRPWTPEDPWSLYGPSPGGRGPEDSWLLLSAPGPTPASPRPASPCGKRRYSSSGTPSSASPALSRRGSLGEEGSEPPPP.... Result: 0 (no interaction). (4) The miRNA is hsa-miR-541-3p with sequence UGGUGGGCACAGAAUCUGGACU. The protein sequence of the target gene is MEEKPGQPQPQHHHSHHHPHHHPQQQQQQQSHHHHHYYFYNHSHNHHHHHHHQQPHQYLQHGAEGSPKAQPKPLKHEQKHTLQQHQETPKKKTGYGEINGNAGEREISLKSLSSDEATNPISRVLNGNQQVVETSLKQTVKTSTFGKAGIKTKNFIQKNSMDKKNGKSYENKSGETQAVDKTDTIAIPNGVITSSSGYITNGYMSKGADNDGSGSESGYTTPKKRKARRNSAKGCENLNLVQDKIMQETSVPALKQGLETLKPDYSEQKGMRVDGSKPIWKYETGPGGTSRGKPAMGDVL.... Result: 0 (no interaction). (5) The miRNA is hsa-miR-3620-5p with sequence GUGGGCUGGGCUGGGCUGGGCC. The protein sequence of the target gene is MAQLFLPLLAALVLAQAPAALADVLEGDSSEDRAFRVRIAGDAPLQGVLGGALTIPCHVHYLRPPPSRRAVLGSPRVKWTFLSRGREAEVLVARGVRVKVNEAYRFRVALPAYPASLTDVSLALSELRPNDSGIYRCEVQHGIDDSSDAVEVKVKGVVFLYREGSARYAFSFSGAQEACARIGAHIATPEQLYAAYLGGYEQCDAGWLSDQTVRYPIQTPREACYGDMDGFPGVRNYGVVDPDDLYDVYCYAEDLNGELFLGDPPEKLTLEEARAYCQERGAEIATTGQLYAAWDGGLDH.... Result: 0 (no interaction).